From a dataset of Forward reaction prediction with 1.9M reactions from USPTO patents (1976-2016). Predict the product of the given reaction. Given the reactants FC1C(F)=CC(C2C=CC(OCC3C=CC4ON=C(NCCOC)C=4C=3)=CC=2)=C(OC)C=1.C(OC(=O)[N:39]([C:47]1[C:51]2[CH:52]=[C:53]([CH2:56][O:57][C:58]3[CH:63]=[CH:62][C:61]([C:64]4[CH:69]=[C:68]([F:70])[C:67]([F:71])=[CH:66][C:65]=4[O:72][CH3:73])=[CH:60][CH:59]=3)[CH:54]=[CH:55][C:50]=2[O:49][N:48]=1)[CH2:40][CH:41]1[CH2:46][CH2:45][O:44][CH2:43][CH2:42]1)(C)(C)C, predict the reaction product. The product is: [F:71][C:67]1[C:68]([F:70])=[CH:69][C:64]([C:61]2[CH:60]=[CH:59][C:58]([O:57][CH2:56][C:53]3[CH:54]=[CH:55][C:50]4[O:49][N:48]=[C:47]([NH:39][CH2:40][CH:41]5[CH2:46][CH2:45][O:44][CH2:43][CH2:42]5)[C:51]=4[CH:52]=3)=[CH:63][CH:62]=2)=[C:65]([O:72][CH3:73])[CH:66]=1.